Task: Regression. Given a peptide amino acid sequence and an MHC pseudo amino acid sequence, predict their binding affinity value. This is MHC class I binding data.. Dataset: Peptide-MHC class I binding affinity with 185,985 pairs from IEDB/IMGT (1) The peptide sequence is VTTEVAFGL. The MHC is HLA-B44:02 with pseudo-sequence HLA-B44:02. The binding affinity (normalized) is 0.0847. (2) The peptide sequence is LYNFTQIPHL. The MHC is HLA-A24:02 with pseudo-sequence HLA-A24:02. The binding affinity (normalized) is 0.340. (3) The peptide sequence is YFARRFKYL. The MHC is HLA-B40:01 with pseudo-sequence HLA-B40:01. The binding affinity (normalized) is 0.0847.